The task is: Regression. Given a peptide amino acid sequence and an MHC pseudo amino acid sequence, predict their binding affinity value. This is MHC class I binding data.. This data is from Peptide-MHC class I binding affinity with 185,985 pairs from IEDB/IMGT. The peptide sequence is REFEAQNVP. The MHC is HLA-B39:01 with pseudo-sequence HLA-B39:01. The binding affinity (normalized) is 0.0847.